This data is from Forward reaction prediction with 1.9M reactions from USPTO patents (1976-2016). The task is: Predict the product of the given reaction. (1) Given the reactants [CH3:1][O:2][C:3]1[N:8]2[N:9]=[C:10]([NH2:12])[N:11]=[C:7]2[C:6]([C:13]2[CH:18]=[CH:17][CH:16]=[CH:15][CH:14]=2)=[CH:5][CH:4]=1.[Br:19][C:20]1[CH:21]=[C:22]([C:26](Cl)=[O:27])[CH:23]=[CH:24][CH:25]=1, predict the reaction product. The product is: [Br:19][C:20]1[CH:21]=[C:22]([CH:23]=[CH:24][CH:25]=1)[C:26]([NH:12][C:10]1[N:11]=[C:7]2[C:6]([C:13]3[CH:14]=[CH:15][CH:16]=[CH:17][CH:18]=3)=[CH:5][CH:4]=[C:3]([O:2][CH3:1])[N:8]2[N:9]=1)=[O:27]. (2) The product is: [NH2:23][C:16]1[C:15]2[N:14]=[C:13]([CH3:24])[N:12]([CH2:11][CH2:10][CH2:9][NH:8][C:31]([N:25]3[CH2:30][CH2:29][O:28][CH2:27][CH2:26]3)=[O:32])[C:20]=2[C:19]([CH3:21])=[C:18]([CH3:22])[N:17]=1. Given the reactants C(N(CC)CC)C.[NH2:8][CH2:9][CH2:10][CH2:11][N:12]1[C:20]2[C:19]([CH3:21])=[C:18]([CH3:22])[N:17]=[C:16]([NH2:23])[C:15]=2[N:14]=[C:13]1[CH3:24].[N:25]1([C:31](Cl)=[O:32])[CH2:30][CH2:29][O:28][CH2:27][CH2:26]1, predict the reaction product.